The task is: Binary Classification. Given a T-cell receptor sequence (or CDR3 region) and an epitope sequence, predict whether binding occurs between them.. This data is from TCR-epitope binding with 47,182 pairs between 192 epitopes and 23,139 TCRs. (1) The epitope is SFHSLHLLF. The TCR CDR3 sequence is CASSQSQGWAYEQYF. Result: 1 (the TCR binds to the epitope). (2) The epitope is FLNRFTTTL. The TCR CDR3 sequence is CASTEPLCAGRYEQYF. Result: 1 (the TCR binds to the epitope). (3) The epitope is GTSGSPIINR. The TCR CDR3 sequence is CASSIGPDNEQFF. Result: 1 (the TCR binds to the epitope).